Predict the reactants needed to synthesize the given product. From a dataset of Full USPTO retrosynthesis dataset with 1.9M reactions from patents (1976-2016). (1) Given the product [ClH:21].[F:35][C:34]1[CH:33]=[C:25]([CH2:26][N:27]2[CH2:28][CH2:29][O:30][CH2:31][CH2:32]2)[C:24]([F:36])=[CH:23][C:22]=1[NH:8][C:5]1[N:4]=[C:3]([C:9]2[N:13]([CH:14]3[CH2:19][CH2:18][O:17][CH2:16][CH2:15]3)[C:12]([CH3:20])=[N:11][CH:10]=2)[C:2]([F:1])=[CH:7][N:6]=1, predict the reactants needed to synthesize it. The reactants are: [F:1][C:2]1[C:3]([C:9]2[N:13]([CH:14]3[CH2:19][CH2:18][O:17][CH2:16][CH2:15]3)[C:12]([CH3:20])=[N:11][CH:10]=2)=[N:4][C:5]([NH2:8])=[N:6][CH:7]=1.[Cl:21][C:22]1[C:34]([F:35])=[CH:33][C:25]([CH2:26][N:27]2[CH2:32][CH2:31][O:30][CH2:29][CH2:28]2)=[C:24]([F:36])[CH:23]=1.CC(C)([O-])C.[K+].C1(P(C2CCCCC2)C2C=CC=CC=2C2C(C(C)C)=CC(C(C)C)=CC=2C(C)C)CCCCC1. (2) Given the product [F:20][C:17]1[CH:16]=[CH:15][C:14]([CH2:13][N:10]([O:11][CH3:12])[C:8](=[O:9])[CH:7]=[C:5]([OH:6])[C:4]([NH:32][S:29]([C:28]2[C:24]([CH3:23])=[N:25][O:26][C:27]=2[CH3:33])(=[O:30])=[O:31])=[O:21])=[CH:19][CH:18]=1, predict the reactants needed to synthesize it. The reactants are: CC1(C)[O:6][C:5](=[CH:7][C:8]([N:10]([CH2:13][C:14]2[CH:19]=[CH:18][C:17]([F:20])=[CH:16][CH:15]=2)[O:11][CH3:12])=[O:9])[C:4](=[O:21])O1.[CH3:23][C:24]1[C:28]([S:29]([NH2:32])(=[O:31])=[O:30])=[C:27]([CH3:33])[O:26][N:25]=1.